This data is from NCI-60 drug combinations with 297,098 pairs across 59 cell lines. The task is: Regression. Given two drug SMILES strings and cell line genomic features, predict the synergy score measuring deviation from expected non-interaction effect. (1) Drug 1: C1=CC(=CC=C1CCCC(=O)O)N(CCCl)CCCl. Drug 2: C(=O)(N)NO. Cell line: MALME-3M. Synergy scores: CSS=4.29, Synergy_ZIP=-6.12, Synergy_Bliss=-3.53, Synergy_Loewe=-10.3, Synergy_HSA=-3.47. (2) Drug 1: CC1=C2C(C(=O)C3(C(CC4C(C3C(C(C2(C)C)(CC1OC(=O)C(C(C5=CC=CC=C5)NC(=O)OC(C)(C)C)O)O)OC(=O)C6=CC=CC=C6)(CO4)OC(=O)C)OC)C)OC. Drug 2: CN1C2=C(C=C(C=C2)N(CCCl)CCCl)N=C1CCCC(=O)O.Cl. Cell line: SF-539. Synergy scores: CSS=61.0, Synergy_ZIP=11.8, Synergy_Bliss=12.9, Synergy_Loewe=-14.5, Synergy_HSA=13.7. (3) Drug 1: CN1C2=C(C=C(C=C2)N(CCCl)CCCl)N=C1CCCC(=O)O.Cl. Drug 2: CC12CCC3C(C1CCC2OP(=O)(O)O)CCC4=C3C=CC(=C4)OC(=O)N(CCCl)CCCl.[Na+]. Cell line: HL-60(TB). Synergy scores: CSS=-14.7, Synergy_ZIP=7.16, Synergy_Bliss=2.47, Synergy_Loewe=-20.8, Synergy_HSA=-20.1. (4) Drug 1: CC(C)(C#N)C1=CC(=CC(=C1)CN2C=NC=N2)C(C)(C)C#N. Drug 2: C1CNP(=O)(OC1)N(CCCl)CCCl. Cell line: OVCAR3. Synergy scores: CSS=0.575, Synergy_ZIP=8.10, Synergy_Bliss=17.8, Synergy_Loewe=4.57, Synergy_HSA=4.98.